Dataset: Forward reaction prediction with 1.9M reactions from USPTO patents (1976-2016). Task: Predict the product of the given reaction. Given the reactants [CH3:1][S:2](Cl)(=[O:4])=[O:3].CCN(CC)CC.[CH:13]([N:26]1[C:34]2[C:29](=[CH:30][C:31]([Cl:35])=[CH:32][CH:33]=2)[C:28]([CH2:36][CH2:37][S:38]([C:41]2[CH:46]=[CH:45][C:44]([C:47]3[CH:48]=[C:49]([CH:54]=[CH:55][CH:56]=3)[C:50]([O:52][CH3:53])=[O:51])=[CH:43][CH:42]=2)(=[O:40])=[O:39])=[C:27]1[CH2:57][CH2:58][OH:59])([C:20]1[CH:25]=[CH:24][CH:23]=[CH:22][CH:21]=1)[C:14]1[CH:19]=[CH:18][CH:17]=[CH:16][CH:15]=1.O, predict the reaction product. The product is: [CH:13]([N:26]1[C:34]2[C:29](=[CH:30][C:31]([Cl:35])=[CH:32][CH:33]=2)[C:28]([CH2:36][CH2:37][S:38]([C:41]2[CH:46]=[CH:45][C:44]([C:47]3[CH:48]=[C:49]([CH:54]=[CH:55][CH:56]=3)[C:50]([O:52][CH3:53])=[O:51])=[CH:43][CH:42]=2)(=[O:40])=[O:39])=[C:27]1[CH2:57][CH2:58][O:59][S:2]([CH3:1])(=[O:4])=[O:3])([C:14]1[CH:15]=[CH:16][CH:17]=[CH:18][CH:19]=1)[C:20]1[CH:25]=[CH:24][CH:23]=[CH:22][CH:21]=1.